Task: Predict the product of the given reaction.. Dataset: Forward reaction prediction with 1.9M reactions from USPTO patents (1976-2016) (1) Given the reactants C([O:8][C:9]1[CH:14]=[CH:13][N:12]([C:15]2[CH:22]=[CH:21][C:18]([C:19]#[N:20])=[CH:17][C:16]=2[F:23])[C:11](=[O:24])[CH:10]=1)C1C=CC=CC=1, predict the reaction product. The product is: [F:23][C:16]1[CH:17]=[C:18]([CH:21]=[CH:22][C:15]=1[N:12]1[CH:13]=[CH:14][C:9]([OH:8])=[CH:10][C:11]1=[O:24])[C:19]#[N:20]. (2) Given the reactants [O:1]=[CH:2][C:3]1[CH:11]=[CH:10][C:8]([OH:9])=[C:5]([O:6][CH3:7])[CH:4]=1.[C:12](OC(=O)C)(=[O:14])[CH3:13].N1C=CC=CC=1, predict the reaction product. The product is: [CH3:7][O:6][C:5]1[CH:4]=[C:3]([CH:11]=[CH:10][C:8]=1[O:9][C:12](=[O:14])[CH3:13])[CH:2]=[O:1]. (3) Given the reactants [F:1][C:2]([F:26])([F:25])[C:3]1[CH:4]=[C:5]([CH:22]=[CH:23][CH:24]=1)[CH2:6][NH:7][C:8]1[CH:13]=[C:12]([C:14]2[CH:19]=[C:18]([Cl:20])[CH:17]=[CH:16][C:15]=2[NH2:21])[N:11]=[CH:10][N:9]=1.CN([C:30]([O:34]N1N=NC2C=CC=NC1=2)=[N+](C)C)C.F[P-](F)(F)(F)(F)F.C(N([CH2:58][CH3:59])C(C)C)(C)C.[C:60]([NH2:71])(=[O:70])[C:61]1[CH:69]=[CH:68][CH:67]=[C:63]([C:64](N)=[O:65])[CH:62]=1.CN(C)[CH:74]=[O:75], predict the reaction product. The product is: [F:26][C:2]([F:25])([F:1])[C:3]1[CH:4]=[C:5]([CH:22]=[CH:23][CH:24]=1)[CH2:6][NH:7][C:8]1[N:9]=[CH:10][N:11]=[C:12]([C:14]2[CH:19]=[C:18]([Cl:20])[CH:17]=[CH:16][C:15]=2[NH:21][C:64](=[O:65])[C:63]2[CH:67]=[CH:68][CH:69]=[C:61]([C:60]([NH:71][CH2:59][CH2:58][O:34][CH2:30][CH2:74][OH:75])=[O:70])[CH:62]=2)[CH:13]=1. (4) Given the reactants [F:1][C:2]1[CH:10]=[C:9]2[C:5]([C:6]([C:11]3[CH:12]=[CH:13][C:14]([NH2:17])=[N:15][CH:16]=3)=[CH:7][NH:8]2)=[CH:4][CH:3]=1.[C:18]([O:22][C:23]([N:25]1[CH2:30][CH2:29][CH:28]([C:31](O)=[O:32])[CH2:27][CH2:26]1)=[O:24])([CH3:21])([CH3:20])[CH3:19], predict the reaction product. The product is: [F:1][C:2]1[CH:10]=[C:9]2[C:5]([C:6]([C:11]3[CH:12]=[CH:13][C:14]([NH:17][C:31]([CH:28]4[CH2:29][CH2:30][N:25]([C:23]([O:22][C:18]([CH3:21])([CH3:20])[CH3:19])=[O:24])[CH2:26][CH2:27]4)=[O:32])=[N:15][CH:16]=3)=[CH:7][NH:8]2)=[CH:4][CH:3]=1. (5) Given the reactants [C:1]([O:9][CH2:10][CH3:11])(=[O:8])[CH2:2][C:3]([O:5][CH2:6][CH3:7])=[O:4].[O-]CC.[Na+].[F:16][C:17]1[CH:22]=[C:21]([F:23])[CH:20]=[C:19]([F:24])[C:18]=1Br.Cl, predict the reaction product. The product is: [F:16][C:17]1[CH:22]=[C:21]([F:23])[CH:20]=[C:19]([F:24])[C:18]=1[CH:2]([C:3]([O:5][CH2:6][CH3:7])=[O:4])[C:1]([O:9][CH2:10][CH3:11])=[O:8].